From a dataset of Catalyst prediction with 721,799 reactions and 888 catalyst types from USPTO. Predict which catalyst facilitates the given reaction. (1) Reactant: C[Si]([N-][Si](C)(C)C)(C)C.[Li+].F[C:12]1[CH:17]=[C:16]([O:18][CH3:19])[CH:15]=[CH:14][C:13]=1[C:20]1[NH:29][C:28](=[O:30])[C:27]2[C:22](=[CH:23][C:24]([O:33][CH3:34])=[CH:25][C:26]=2[O:31][CH3:32])[N:21]=1.[NH2:35][C@H:36]1[CH2:41][CH2:40][C@H:39]([C:42]([OH:45])([CH3:44])[CH3:43])[CH2:38][CH2:37]1. Product: [OH:45][C:42]([C@H:39]1[CH2:40][CH2:41][C@H:36]([NH:35][C:12]2[CH:17]=[C:16]([O:18][CH3:19])[CH:15]=[CH:14][C:13]=2[C:20]2[NH:29][C:28](=[O:30])[C:27]3[C:22](=[CH:23][C:24]([O:33][CH3:34])=[CH:25][C:26]=3[O:31][CH3:32])[N:21]=2)[CH2:37][CH2:38]1)([CH3:44])[CH3:43]. The catalyst class is: 598. (2) Reactant: [CH:1]1([NH:4][C:5](=[O:31])[C:6]2[CH:11]=[CH:10][C:9]([CH3:12])=[C:8]([N:13]3[CH:18]=[CH:17][N:16]=[C:15]([NH:19][C:20]([C:23]4[CH:28]=[CH:27][CH:26]=[CH:25][C:24]=4[OH:29])([CH3:22])[CH3:21])[C:14]3=[O:30])[CH:7]=2)[CH2:3][CH2:2]1.C(=O)([O-])[O-].[K+].[K+].Cl[CH2:39][CH2:40][N:41]([CH3:52])[C:42](=[O:51])[O:43][CH2:44][C:45]1[CH:50]=[CH:49][CH:48]=[CH:47][CH:46]=1. Product: [CH:1]1([NH:4][C:5]([C:6]2[CH:11]=[CH:10][C:9]([CH3:12])=[C:8]([N:13]3[CH:18]=[CH:17][N:16]=[C:15]([NH:19][C:20]([C:23]4[CH:28]=[CH:27][CH:26]=[CH:25][C:24]=4[O:29][CH2:39][CH2:40][N:41]([CH3:52])[C:42](=[O:51])[O:43][CH2:44][C:45]4[CH:50]=[CH:49][CH:48]=[CH:47][CH:46]=4)([CH3:22])[CH3:21])[C:14]3=[O:30])[CH:7]=2)=[O:31])[CH2:3][CH2:2]1. The catalyst class is: 10. (3) Reactant: [CH3:1][C:2]1[C:6]([CH:7]=[O:8])=[CH:5][N:4]([C:9]2[CH:14]=[CH:13][C:12]([C:15]([F:18])([F:17])[F:16])=[CH:11][N:10]=2)[N:3]=1.O1CCCC1.[CH:24]1([Mg]Br)[CH2:29][CH2:28][CH2:27][CH2:26][CH2:25]1.[Cl-].[NH4+]. Product: [CH:24]1([CH:7]([C:6]2[C:2]([CH3:1])=[N:3][N:4]([C:9]3[CH:14]=[CH:13][C:12]([C:15]([F:18])([F:16])[F:17])=[CH:11][N:10]=3)[CH:5]=2)[OH:8])[CH2:29][CH2:28][CH2:27][CH2:26][CH2:25]1. The catalyst class is: 7. (4) Reactant: [CH3:1]CN(C(C)C)C(C)C.C1C=CC2N(O)N=NC=2C=1.C(Cl)CCl.[CH:24]1([N:28]2[CH2:33][CH2:32][N:31]([C:34]([C@@H:36]3[CH2:38][C@H:37]3[C:39]3[CH:47]=[CH:46][C:42]([C:43]([NH2:45])=[O:44])=[CH:41][CH:40]=3)=[O:35])[CH2:30][C@H:29]2[CH3:48])[CH2:27][CH2:26][CH2:25]1. Product: [CH:24]1([N:28]2[CH2:33][CH2:32][N:31]([C:34]([C@@H:36]3[CH2:38][C@H:37]3[C:39]3[CH:40]=[CH:41][C:42]([C:43]([NH2:45])=[O:44])=[CH:46][CH:47]=3)=[O:35])[CH2:30][C:29]2([CH3:1])[CH3:48])[CH2:25][CH2:26][CH2:27]1. The catalyst class is: 3. (5) Product: [Br:1][C:2]1[CH:3]=[C:4]2[C:5](=[CH:6][CH:7]=1)[N:8]([CH3:9])[CH2:10][CH2:11][NH:13]2. Reactant: [Br:1][C:2]1[CH:3]=[C:4]([NH2:13])[C:5]([N:8]([CH2:10][CH2:11]Cl)[CH3:9])=[CH:6][CH:7]=1.C([O-])([O-])=O.[K+].[K+]. The catalyst class is: 18. (6) Reactant: [N:1]1([C:6]2[CH:39]=[CH:38][C:9]([CH2:10][C:11]3[C:12](Cl)=[N:13][C:14]4[C:19]([C:20]=3[Cl:21])=[CH:18][C:17]([C:22]([C:30]3[CH:35]=[CH:34][C:33]([Cl:36])=[CH:32][CH:31]=3)([C:24]3[N:28]([CH3:29])[CH:27]=[N:26][CH:25]=3)[OH:23])=[CH:16][CH:15]=4)=[CH:8][CH:7]=2)[CH:5]=[CH:4][CH:3]=[N:2]1.[NH:40]1[CH2:43][CH2:42][CH2:41]1. Product: [N:40]1([C:12]2[C:11]([CH2:10][C:9]3[CH:38]=[CH:39][C:6]([N:1]4[CH:5]=[CH:4][CH:3]=[N:2]4)=[CH:7][CH:8]=3)=[C:20]([Cl:21])[C:19]3[C:14](=[CH:15][CH:16]=[C:17]([C:22]([C:30]4[CH:31]=[CH:32][C:33]([Cl:36])=[CH:34][CH:35]=4)([C:24]4[N:28]([CH3:29])[CH:27]=[N:26][CH:25]=4)[OH:23])[CH:18]=3)[N:13]=2)[CH2:43][CH2:42][CH2:41]1. The catalyst class is: 3. (7) Reactant: Cl[C:2]1[CH:7]=[CH:6][C:5]([N+:8]([O-:10])=[O:9])=[CH:4][N:3]=1.[F:11][C:12]1[CH:13]=[C:14]([OH:18])[CH:15]=[CH:16][CH:17]=1. Product: [F:11][C:12]1[CH:13]=[C:14]([CH:15]=[CH:16][CH:17]=1)[O:18][C:2]1[CH:7]=[CH:6][C:5]([N+:8]([O-:10])=[O:9])=[CH:4][N:3]=1. The catalyst class is: 17. (8) Reactant: [Cl:1][C:2]1[C:3](Cl)=[C:4]2[N:10]=[C:9]([C:11]3[CH:16]=[CH:15][C:14]([O:17][CH2:18][CH2:19][N:20]4[CH2:25][CH2:24][O:23][CH2:22][CH2:21]4)=[CH:13][CH:12]=3)[NH:8][C:5]2=[N:6][CH:7]=1.[CH2:27]([N:29]([CH2:37][CH3:38])[C:30]1[CH:35]=[CH:34][C:33]([NH2:36])=[CH:32][CH:31]=1)[CH3:28]. Product: [Cl:1][C:2]1[C:3]([NH:36][C:33]2[CH:32]=[CH:31][C:30]([N:29]([CH2:37][CH3:38])[CH2:27][CH3:28])=[CH:35][CH:34]=2)=[C:4]2[NH:10][C:9]([C:11]3[CH:12]=[CH:13][C:14]([O:17][CH2:18][CH2:19][N:20]4[CH2:21][CH2:22][O:23][CH2:24][CH2:25]4)=[CH:15][CH:16]=3)=[N:8][C:5]2=[N:6][CH:7]=1. The catalyst class is: 310. (9) Reactant: [OH:1][C:2]1[C:19]2[C:14](=[CH:15][CH:16]=[CH:17][CH:18]=2)[C:13]([OH:20])=[C:12]2[C:3]=1[C:4](=[O:27])[C:5]1[CH:6]=[C:7]3[C:25](=[O:26])[O:24][C:22](=[O:23])[C:8]3=[CH:9][C:10]=1[C:11]2=[O:21].[CH2:28]([OH:36])[CH2:29][CH2:30][CH2:31][CH2:32][CH2:33][CH2:34][CH3:35].S(=O)(=O)(O)O.O. Product: [CH2:28]([O:36][C:22]([C:8]1[C:7]([C:25]([O:24][CH2:18][CH2:19][CH2:2][CH2:3][CH2:4][CH2:5][CH2:10][CH3:9])=[O:26])=[CH:6][C:5]2[C:4](=[O:27])[C:3]3[C:12](=[C:13]([OH:20])[C:14]4[C:19]([C:2]=3[OH:1])=[CH:18][CH:17]=[CH:16][CH:15]=4)[C:11](=[O:21])[C:10]=2[CH:9]=1)=[O:23])[CH2:29][CH2:30][CH2:31][CH2:32][CH2:33][CH2:34][CH3:35]. The catalyst class is: 5.